Dataset: CYP2C9 inhibition data for predicting drug metabolism from PubChem BioAssay. Task: Regression/Classification. Given a drug SMILES string, predict its absorption, distribution, metabolism, or excretion properties. Task type varies by dataset: regression for continuous measurements (e.g., permeability, clearance, half-life) or binary classification for categorical outcomes (e.g., BBB penetration, CYP inhibition). Dataset: cyp2c9_veith. (1) The molecule is O=C(OCc1ccc(Cl)cc1)c1ccccc1C(=O)c1ccccc1. The result is 1 (inhibitor). (2) The drug is NP(N)(=O)NC(=O)c1ccc(F)cc1. The result is 0 (non-inhibitor). (3) The drug is Cc1c(C(=O)Nc2nccs2)sc2nc(-c3cccs3)cc(C(F)(F)F)c12. The result is 1 (inhibitor). (4) The drug is O=C(c1cnccn1)N1CCC2(CC1)CN(Cc1cc(C(F)(F)F)cc(C(F)(F)F)c1)C2. The result is 0 (non-inhibitor). (5) The result is 0 (non-inhibitor). The molecule is CCOC(=O)NNC1CC(=O)N(c2ccc(OC)cc2)C1=O. (6) The molecule is C[C@H](CO)NC(=O)[C@@H]1C[C@H]1[C@@H](NP(=O)(c1ccccc1)c1ccccc1)c1ccccc1. The result is 0 (non-inhibitor). (7) The molecule is O=C(CCn1nc(-c2ccccc2)ccc1=O)NCCCN1CCCCCC1. The result is 0 (non-inhibitor). (8) The drug is NC(N)=NNC(=O)C(=O)O. The result is 0 (non-inhibitor). (9) The drug is Cc1ccc2c(c1)[C@@H]1CN(C)CC[C@@H]1N2S(=O)(=O)c1ccc([N+](=O)[O-])cc1.Cl. The result is 0 (non-inhibitor).